This data is from Catalyst prediction with 721,799 reactions and 888 catalyst types from USPTO. The task is: Predict which catalyst facilitates the given reaction. (1) The catalyst class is: 73. Reactant: I[C:2]1[C@:3]2([CH2:19][CH2:18][C@H:17]3[C@@H:8]([CH2:9][CH2:10][C:11]4[CH:12]=[C:13]([C:20]([NH2:22])=[O:21])[CH:14]=[CH:15][C:16]=43)[C@@H:5]2[CH2:6][CH:7]=1)[CH3:4].CC1(C)C(C)(C)OB([C:31]2[CH:32]=[N:33][CH:34]=[C:35]([C:37]([F:40])([F:39])[F:38])[CH:36]=2)O1. Product: [F:38][C:37]([F:40])([F:39])[C:35]1[CH:36]=[C:31]([C:2]2[C@:3]3([CH2:19][CH2:18][C@H:17]4[C@@H:8]([CH2:9][CH2:10][C:11]5[CH:12]=[C:13]([C:20]([NH2:22])=[O:21])[CH:14]=[CH:15][C:16]=54)[C@@H:5]3[CH2:6][CH:7]=2)[CH3:4])[CH:32]=[N:33][CH:34]=1. (2) Reactant: Cl[C:2]1[CH:3]=[CH:4][C:5]2[O:18][CH:17]([CH2:19][OH:20])[N:8]3[C:9]4[CH:10]=[CH:11][CH:12]=[C:13]([F:16])[C:14]=4[CH:15]=[C:7]3[C:6]=2[N:21]=1.[CH3:22][O:23][C:24]1[N:29]=[CH:28][C:27]([C:30]2[O:31][C:32]3[CH:42]=[C:41]([N:43]([CH3:48])[S:44]([CH3:47])(=[O:46])=[O:45])[C:40](B4OC(C)(C)C(C)(C)O4)=[CH:39][C:33]=3[C:34]=2[C:35]([NH:37][CH3:38])=[O:36])=[CH:26][CH:25]=1.C(=O)([O-])[O-].[Na+].[Na+].CC(C1C=C(C(C)C)C(C2C=CC=CC=2P(C2CCCCC2)C2CCCCC2)=C(C(C)C)C=1)C. Product: [F:16][C:13]1[C:14]2[CH:15]=[C:7]3[C:6]4[N:21]=[C:2]([C:40]5[C:41]([N:43]([CH3:48])[S:44]([CH3:47])(=[O:46])=[O:45])=[CH:42][C:32]6[O:31][C:30]([C:27]7[CH:28]=[N:29][C:24]([O:23][CH3:22])=[CH:25][CH:26]=7)=[C:34]([C:35]([NH:37][CH3:38])=[O:36])[C:33]=6[CH:39]=5)[CH:3]=[CH:4][C:5]=4[O:18][CH:17]([CH2:19][OH:20])[N:8]3[C:9]=2[CH:10]=[CH:11][CH:12]=1. The catalyst class is: 333. (3) Reactant: [CH3:1][O:2][C:3](=[O:14])[C:4]1[CH:9]=[CH:8][C:7](F)=[C:6]([N+:11]([O-:13])=[O:12])[CH:5]=1.C(=O)([O-])[O-].[K+].[K+].[CH2:21]([CH:23]1[CH2:28][CH2:27][CH2:26][CH2:25][CH:24]1[NH2:29])[CH3:22].Cl. Product: [CH3:1][O:2][C:3](=[O:14])[C:4]1[CH:9]=[CH:8][C:7]([NH:29][CH:24]2[CH2:25][CH2:26][CH2:27][CH2:28][CH:23]2[CH2:21][CH3:22])=[C:6]([N+:11]([O-:13])=[O:12])[CH:5]=1. The catalyst class is: 136. (4) Reactant: [CH3:1][C:2]([N:10]1[CH2:15][CH2:14][C:13](=O)[CH2:12][CH2:11]1)([CH3:9])[C:3]([O:5][CH:6]([CH3:8])[CH3:7])=[O:4].Cl.[F:18][C:19]([F:36])([F:35])[O:20][C:21]1[CH:26]=[CH:25][C:24]([C:27]2[CH:32]=[CH:31][C:30]([CH2:33][NH2:34])=[CH:29][CH:28]=2)=[CH:23][CH:22]=1.C(O[BH-](OC(=O)C)OC(=O)C)(=O)C.[Na+].C(O)(=O)C.C(=O)([O-])[O-].[Na+].[Na+]. Product: [CH3:1][C:2]([N:10]1[CH2:15][CH2:14][CH:13]([NH:34][CH2:33][C:30]2[CH:31]=[CH:32][C:27]([C:24]3[CH:25]=[CH:26][C:21]([O:20][C:19]([F:18])([F:35])[F:36])=[CH:22][CH:23]=3)=[CH:28][CH:29]=2)[CH2:12][CH2:11]1)([CH3:9])[C:3]([O:5][CH:6]([CH3:8])[CH3:7])=[O:4]. The catalyst class is: 26.